Dataset: Catalyst prediction with 721,799 reactions and 888 catalyst types from USPTO. Task: Predict which catalyst facilitates the given reaction. Reactant: [N:1]1([C:6]2[CH:14]=[CH:13][CH:12]=[CH:11][C:7]=2[C:8](O)=[O:9])[CH:5]=[N:4][N:3]=[N:2]1.[Cl-].[NH4+].CC[N:19]=C=NCCCN(C)C.Cl.C(N(C(C)C)CC)(C)C.ON1C2N=CC=CC=2N=N1. Product: [N:1]1([C:6]2[CH:14]=[CH:13][CH:12]=[CH:11][C:7]=2[C:8]([NH2:19])=[O:9])[CH:5]=[N:4][N:3]=[N:2]1. The catalyst class is: 18.